This data is from Full USPTO retrosynthesis dataset with 1.9M reactions from patents (1976-2016). The task is: Predict the reactants needed to synthesize the given product. (1) Given the product [CH:1]1([CH:7]([NH:23][C:24]2[CH:25]=[CH:26][C:27]([C:30]([N:32]([CH3:40])[CH2:33][CH2:34][C:35]([OH:37])=[O:36])=[O:31])=[CH:28][CH:29]=2)[C:8]2[O:9][C:10]3[CH:17]=[CH:16][C:15]([O:18][CH2:19][CH2:20][O:21][CH3:22])=[CH:14][C:11]=3[C:12]=2[CH3:13])[CH2:2][CH2:3][CH2:4][CH2:5][CH2:6]1, predict the reactants needed to synthesize it. The reactants are: [CH:1]1([CH:7]([NH:23][C:24]2[CH:29]=[CH:28][C:27]([C:30]([N:32]([CH3:40])[CH2:33][CH2:34][C:35]([O:37]CC)=[O:36])=[O:31])=[CH:26][CH:25]=2)[C:8]2[O:9][C:10]3[CH:17]=[CH:16][C:15]([O:18][CH2:19][CH2:20][O:21][CH3:22])=[CH:14][C:11]=3[C:12]=2[CH3:13])[CH2:6][CH2:5][CH2:4][CH2:3][CH2:2]1.[OH-].[Na+]. (2) The reactants are: [NH2:1][C:2]1[C:10]([C:11]([CH3:14])([CH3:13])[CH3:12])=[CH:9][CH:8]=[CH:7][C:3]=1[C:4](O)=[O:5].C(O)(=O)C.[CH:19](N)=[NH:20].C(N)=O.[OH-].[Na+]. Given the product [C:11]([C:10]1[CH:9]=[CH:8][CH:7]=[C:3]2[C:2]=1[N:1]=[CH:19][NH:20][C:4]2=[O:5])([CH3:14])([CH3:13])[CH3:12], predict the reactants needed to synthesize it.